This data is from Reaction yield outcomes from USPTO patents with 853,638 reactions. The task is: Predict the reaction yield, written as a fraction of the theoretical maximum amount of product (1.0 means a 100% yield; for example, 0.34 means a 34% yield). (1) The reactants are [CH:1]1([C:4](=[O:15])[CH2:5][O:6][CH2:7][CH:8]2[CH2:12][O:11][C:10]([CH3:14])([CH3:13])[O:9]2)[CH2:3][CH2:2]1.[BH4-].[Na+]. The catalyst is CO. The product is [CH:1]1([CH:4]([OH:15])[CH2:5][O:6][CH2:7][CH:8]2[CH2:12][O:11][C:10]([CH3:13])([CH3:14])[O:9]2)[CH2:3][CH2:2]1. The yield is 0.990. (2) The reactants are [Cl:1][C:2]1[CH:7]=[CH:6][C:5](I)=[CH:4][C:3]=1[Cl:9].[CH3:10][CH:11]([OH:14])[CH:12]=[CH2:13].C(=O)(O)[O-].[Na+]. The catalyst is [Cl-].C([N+](CCCC)(CCCC)CCCC)CCC.C([O-])(=O)C.[Pd+2].C([O-])(=O)C.CN(C=O)C. The product is [Cl:9][C:3]1[CH:4]=[C:5]([CH2:13][CH2:12][C:11](=[O:14])[CH3:10])[CH:6]=[CH:7][C:2]=1[Cl:1]. The yield is 0.880. (3) The reactants are [C:1]1([C:7]2[CH:12]=[CH:11][C:10]([OH:13])=[CH:9][CH:8]=2)[CH:6]=[CH:5][CH:4]=[CH:3][CH:2]=1.[N+]([C:17]1[CH:18]=[C:19]([C:25]#[N:26])[C:20](=[CH:23][CH:24]=1)[C:21]#[N:22])([O-])=O.C(=O)([O-])[O-].[K+].[K+]. The catalyst is Cl. The product is [C:1]1([C:7]2[CH:8]=[CH:9][C:10]([O:13][C:17]3[CH:18]=[C:19]([C:25]#[N:26])[C:20](=[CH:23][CH:24]=3)[C:21]#[N:22])=[CH:11][CH:12]=2)[CH:2]=[CH:3][CH:4]=[CH:5][CH:6]=1. The yield is 0.940.